Predict which catalyst facilitates the given reaction. From a dataset of Catalyst prediction with 721,799 reactions and 888 catalyst types from USPTO. (1) Reactant: [NH2:1][C:2]1[CH:3]=[CH:4][CH:5]=[C:6]2[C:11]=1[CH2:10][CH:9]([OH:12])[CH2:8][CH2:7]2.[Cl:13][C:14]1[CH:15]=[C:16]2[C:20](=[CH:21][CH:22]=1)[NH:19][C:18]([C:23](O)=[O:24])=[CH:17]2.C(N1C=NC=N1)(N1C=NC=N1)=O.N1C=CC=CC=1. Product: [Cl:13][C:14]1[CH:15]=[C:16]2[C:20](=[CH:21][CH:22]=1)[NH:19][C:18]([C:23]([NH:1][C:2]1[C:11]3[CH2:10][CH:9]([OH:12])[CH2:8][CH2:7][C:6]=3[CH:5]=[CH:4][CH:3]=1)=[O:24])=[CH:17]2. The catalyst class is: 30. (2) Reactant: Cl.[F:2][C:3]([F:28])([F:27])[C:4]1[CH:5]=[CH:6][C:7]([O:10][C:11]2[CH:12]=[C:13]([CH:17]3[CH2:21][C:20]4([CH2:26][CH2:25][NH:24][CH2:23][CH2:22]4)[O:19][CH2:18]3)[CH:14]=[CH:15][CH:16]=2)=[N:8][CH:9]=1.[N:29]1[CH:34]=[CH:33][CH:32]=[C:31]([NH:35][C:36](=O)[O:37]C2C=CC=CC=2)[N:30]=1.CCN(C(C)C)C(C)C. Product: [N:29]1[CH:34]=[CH:33][CH:32]=[C:31]([NH:35][C:36]([N:24]2[CH2:23][CH2:22][C:20]3([O:19][CH2:18][CH:17]([C:13]4[CH:14]=[CH:15][CH:16]=[C:11]([O:10][C:7]5[CH:6]=[CH:5][C:4]([C:3]([F:2])([F:27])[F:28])=[CH:9][N:8]=5)[CH:12]=4)[CH2:21]3)[CH2:26][CH2:25]2)=[O:37])[N:30]=1. The catalyst class is: 47.